Dataset: Forward reaction prediction with 1.9M reactions from USPTO patents (1976-2016). Task: Predict the product of the given reaction. (1) Given the reactants [C:1]([O:5][C:6](=[O:18])[NH:7][C:8]1[C:9]2[N:10]([N:15]=[CH:16][CH:17]=2)[C:11](I)=[CH:12][CH:13]=1)([CH3:4])([CH3:3])[CH3:2].[CH3:19][N:20](C=O)C, predict the reaction product. The product is: [C:1]([O:5][C:6](=[O:18])[NH:7][C:8]1[C:9]2[N:10]([N:15]=[CH:16][CH:17]=2)[C:11]([C:19]#[N:20])=[CH:12][CH:13]=1)([CH3:4])([CH3:3])[CH3:2]. (2) Given the reactants Cl.[C:2]([NH2:8])(=[NH:7])[C:3]([CH3:6])([CH3:5])[CH3:4].C[O-].[Na+].C[O:13][CH:14]=[C:15]([C:20](OC)=O)[C:16]([O:18][CH3:19])=[O:17], predict the reaction product. The product is: [C:3]([C:2]1[N:8]=[C:14]([OH:13])[C:15]([C:16]([O:18][CH3:19])=[O:17])=[CH:20][N:7]=1)([CH3:6])([CH3:5])[CH3:4]. (3) Given the reactants [Br:1][C:2]1[N:6]2[C:7](Br)=[CH:8][N:9]=[CH:10][C:5]2=[N:4][CH:3]=1.[NH4+:12].[OH-], predict the reaction product. The product is: [Br:1][C:2]1[N:6]2[CH:7]=[CH:8][N:9]=[C:10]([NH2:12])[C:5]2=[N:4][CH:3]=1. (4) Given the reactants [O:1]1[CH2:6][CH:5]=[C:4]([C:7]2[CH:8]=[C:9]([C:23]3[N:28]=[C:27]([CH3:29])[N:26]=[C:25]([N:30](CC4C=CC(OC)=CC=4)CC4C=CC(OC)=CC=4)[N:24]=3)[C:10]([NH:13][C:14]3[CH:15]=[N:16][C:17]([O:21][CH3:22])=[C:18]([F:20])[CH:19]=3)=[N:11][CH:12]=2)[CH2:3][CH2:2]1.FC(F)(F)S(O)(=O)=O, predict the reaction product. The product is: [O:1]1[CH2:2][CH:3]=[C:4]([C:7]2[CH:8]=[C:9]([C:23]3[N:28]=[C:27]([CH3:29])[N:26]=[C:25]([NH2:30])[N:24]=3)[C:10]([NH:13][C:14]3[CH:15]=[N:16][C:17]([O:21][CH3:22])=[C:18]([F:20])[CH:19]=3)=[N:11][CH:12]=2)[CH2:5][CH2:6]1. (5) Given the reactants [NH:1]1[C:9]2[C:4](=[CH:5][CH:6]=[CH:7][CH:8]=2)[CH:3]=[C:2]1[C:10]([OH:12])=O.C[N:14](C(ON1N=NC2C=CC=NC1=2)=[N+](C)C)C.F[P-](F)(F)(F)(F)F.CCN(C(C)C)C(C)C.O, predict the reaction product. The product is: [NH:1]1[C:9]2[C:4](=[CH:5][CH:6]=[CH:7][CH:8]=2)[CH:3]=[C:2]1[C:10]([NH2:14])=[O:12]. (6) Given the reactants N([O-])=O.[Na+].CC1(C)N([O])C(C)(C)CCC1.CC(O[Na])=[O:18].[F:21][C:22]([F:45])([CH:25]([F:44])[C:26]([F:43])([F:42])[O:27][C:28]([F:41])([F:40])[C:29]([F:39])([F:38])[C:30]([F:37])([F:36])[O:31][C:32]([F:35])([F:34])[F:33])[CH2:23][OH:24].O=O, predict the reaction product. The product is: [F:21][C:22]([F:45])([CH:25]([F:44])[C:26]([F:43])([F:42])[O:27][C:28]([F:40])([F:41])[C:29]([F:38])([F:39])[C:30]([F:36])([F:37])[O:31][C:32]([F:33])([F:34])[F:35])[C:23]([OH:18])=[O:24]. (7) Given the reactants Br[C:2]1[CH:3]=[C:4]2[C:9](=[CH:10][C:11]=1[S:12]([CH3:15])(=[O:14])=[O:13])[N:8]([C:16]1[C:20]3[CH2:21][N:22]([C:25]([O:27][C:28]([CH3:31])([CH3:30])[CH3:29])=[O:26])[CH2:23][CH2:24][C:19]=3[N:18]([CH:32]3[CH2:37][CH2:36][O:35][CH2:34][CH2:33]3)[N:17]=1)[CH2:7][CH2:6][CH2:5]2.[CH3:38][N:39]1[CH:43]=[C:42](B2OC(C)(C)C(C)(C)O2)[CH:41]=[N:40]1.C1(P(C2CCCCC2)C2C=CC=CC=2C2C(C(C)C)=CC(C(C)C)=CC=2C(C)C)CCCCC1.C([O-])([O-])=O.[Na+].[Na+], predict the reaction product. The product is: [CH3:38][N:39]1[CH:43]=[C:42]([C:2]2[CH:3]=[C:4]3[C:9](=[CH:10][C:11]=2[S:12]([CH3:15])(=[O:14])=[O:13])[N:8]([C:16]2[C:20]4[CH2:21][N:22]([C:25]([O:27][C:28]([CH3:29])([CH3:31])[CH3:30])=[O:26])[CH2:23][CH2:24][C:19]=4[N:18]([CH:32]4[CH2:37][CH2:36][O:35][CH2:34][CH2:33]4)[N:17]=2)[CH2:7][CH2:6][CH2:5]3)[CH:41]=[N:40]1. (8) Given the reactants [CH3:1][C:2]([CH3:10])([C:4](=[O:9])[CH2:5][C:6](=O)[CH3:7])[CH3:3].[CH3:11][N:12]([CH3:19])[CH2:13][CH2:14][O:15][CH2:16][CH2:17][NH2:18].S([O-])([O-])(=O)=O.[Na+].[Na+], predict the reaction product. The product is: [CH3:1][C:2]([CH3:10])([C:4](=[O:9])[CH2:5][C:6](=[N:18][CH2:17][CH2:16][O:15][CH2:14][CH2:13][N:12]([CH3:19])[CH3:11])[CH3:7])[CH3:3]. (9) Given the reactants [CH:1]([C:4]1[S:8][C:7]([CH3:9])=[N:6][C:5]=1[C:10]1[CH:15]=[CH:14][C:13]([OH:16])=[CH:12][CH:11]=1)([CH3:3])[CH3:2].[OH-].[Na+].Cl[CH2:20][CH2:21][CH2:22][CH2:23][CH2:24][O:25][C:26]1[CH:33]=[CH:32][C:29]([C:30]#[N:31])=[CH:28][CH:27]=1.ICCCCCOC1C=CC(C#N)=CC=1, predict the reaction product. The product is: [CH:1]([C:4]1[S:8][C:7]([CH3:9])=[N:6][C:5]=1[C:10]1[CH:11]=[CH:12][C:13]([O:16][CH2:20][CH2:21][CH2:22][CH2:23][CH2:24][O:25][C:26]2[CH:27]=[CH:28][C:29]([C:30]#[N:31])=[CH:32][CH:33]=2)=[CH:14][CH:15]=1)([CH3:3])[CH3:2].